From a dataset of Forward reaction prediction with 1.9M reactions from USPTO patents (1976-2016). Predict the product of the given reaction. (1) Given the reactants [C:1]1(=[O:11])[C:10]2[C:5](=[CH:6][CH:7]=[CH:8][CH:9]=2)[CH2:4][CH2:3][CH2:2]1.CC([O-])(C)C.[K+].C(O)(C)(C)C, predict the reaction product. The product is: [C@H:1]1([OH:11])[C:10]2[C:5](=[CH:6][CH:7]=[CH:8][CH:9]=2)[CH2:4][CH2:3][CH2:2]1. (2) The product is: [C:1]([C:3]1[C:7]([CH:8]([OH:36])[CH2:9][OH:40])=[C:6]([C:10]2[N:14]=[CH:13][N:12]([CH:15]3[CH2:20][CH2:19][CH2:18][CH2:17][O:16]3)[N:11]=2)[S:5][C:4]=1[C:21]1[CH:26]=[CH:25][N:24]=[C:23]([NH:27][C:28](=[O:31])[O:29][CH3:30])[CH:22]=1)#[N:2]. Given the reactants [C:1]([C:3]1[C:7]([CH:8]=[CH2:9])=[C:6]([C:10]2[N:14]=[CH:13][N:12]([CH:15]3[CH2:20][CH2:19][CH2:18][CH2:17][O:16]3)[N:11]=2)[S:5][C:4]=1[C:21]1[CH:26]=[CH:25][N:24]=[C:23]([NH:27][C:28](=[O:31])[O:29][CH3:30])[CH:22]=1)#[N:2].C[N+]1([O-])CC[O:36]CC1.[OH2:40], predict the reaction product. (3) Given the reactants CC1C=CC(S(Cl)(=O)=[O:9])=CC=1.[Cl:12][C:13]1[C:22]2[C:17](=[CH:18][CH:19]=[C:20]([C:23]([C:25]3[CH:30]=[CH:29][C:28]([Cl:31])=[CH:27][CH:26]=3)=[O:24])[CH:21]=2)[N+:16]([O-])=[CH:15][CH:14]=1, predict the reaction product. The product is: [Cl:12][C:13]1[C:22]2[C:17](=[CH:18][CH:19]=[C:20]([C:23](=[O:24])[C:25]3[CH:30]=[CH:29][C:28]([Cl:31])=[CH:27][CH:26]=3)[CH:21]=2)[NH:16][C:15](=[O:9])[CH:14]=1. (4) Given the reactants [OH:1][CH2:2][C@H:3]1[NH:7][C:6](=[O:8])[CH2:5][CH2:4]1.Br[C:10]1[CH:15]=[CH:14][C:13]([C:16]([N:18]2[CH2:23][CH2:22][N:21]([C:24]3[C:29]([CH3:30])=[CH:28][C:27]([CH:31]4[CH2:33][CH2:32]4)=[CH:26][N:25]=3)[CH2:20][CH2:19]2)=[O:17])=[C:12]([CH3:34])[CH:11]=1, predict the reaction product. The product is: [CH:31]1([C:27]2[CH:28]=[C:29]([CH3:30])[C:24]([N:21]3[CH2:22][CH2:23][N:18]([C:16]([C:13]4[CH:14]=[CH:15][C:10]([N:7]5[C@H:3]([CH2:2][OH:1])[CH2:4][CH2:5][C:6]5=[O:8])=[CH:11][C:12]=4[CH3:34])=[O:17])[CH2:19][CH2:20]3)=[N:25][CH:26]=2)[CH2:32][CH2:33]1. (5) Given the reactants [Cl:1][C:2]1[N:3]=[N:4][C:5]([CH3:8])=[CH:6][CH:7]=1.[Cl:9]N1C(=O)N(Cl)C(=O)N(Cl)C1=O, predict the reaction product. The product is: [Cl:1][C:2]1[N:3]=[N:4][C:5]([CH2:8][Cl:9])=[CH:6][CH:7]=1. (6) Given the reactants [CH3:1][C:2]1[S:3][C:4]([CH2:8][C:9]([OH:11])=O)=[C:5]([CH3:7])[N:6]=1.[CH2:12]([C@@H:19]1[NH:24][CH2:23][CH2:22][N:21]([C:25]2[CH:30]=[CH:29][C:28]([O:31][CH3:32])=[C:27]([O:33][CH:34]3[CH2:37][CH2:36][CH2:35]3)[CH:26]=2)[CH2:20]1)[C:13]1[CH:18]=[CH:17][CH:16]=[CH:15][CH:14]=1, predict the reaction product. The product is: [CH2:12]([C@H:19]1[CH2:20][N:21]([C:25]2[CH:30]=[CH:29][C:28]([O:31][CH3:32])=[C:27]([O:33][CH:34]3[CH2:37][CH2:36][CH2:35]3)[CH:26]=2)[CH2:22][CH2:23][N:24]1[C:9](=[O:11])[CH2:8][C:4]1[S:3][C:2]([CH3:1])=[N:6][C:5]=1[CH3:7])[C:13]1[CH:14]=[CH:15][CH:16]=[CH:17][CH:18]=1.